Task: Predict the reactants needed to synthesize the given product.. Dataset: Full USPTO retrosynthesis dataset with 1.9M reactions from patents (1976-2016) (1) Given the product [ClH:27].[CH3:7][O:6][C:5]1[CH:4]=[C:3]([CH:11]=[CH:10][C:8]=1[O:9][CH2:26][CH2:25][CH2:24][N:21]1[CH2:22][CH2:23][O:18][CH2:19][CH2:20]1)[CH:2]=[O:1], predict the reactants needed to synthesize it. The reactants are: [O:1]=[CH:2][C:3]1[CH:11]=[CH:10][C:8]([OH:9])=[C:5]([O:6][CH3:7])[CH:4]=1.C(=O)([O-])[O-].[K+].[K+].[O:18]1[CH2:23][CH2:22][N:21]([CH2:24][CH2:25][CH2:26][Cl:27])[CH2:20][CH2:19]1.C(OCC)(=O)C.Cl. (2) The reactants are: [Cl:1][C:2]1[CH:7]=[CH:6][C:5]([F:8])=[CH:4][C:3]=1[C@H:9]1[CH2:13][CH2:12][CH2:11][N:10]1[C:14]1C=CN2[N:20]=[CH:21][C:22]([NH2:23])=[C:16]2[N:15]=1.C1[N:28]=[CH:27][N:26]([C:29]([N:31]2[CH:35]=N[CH:33]=[CH:32]2)=[O:30])C=1.N1CC[C@H:38]([OH:41])C1. Given the product [Cl:1][C:2]1[CH:7]=[CH:6][C:5]([F:8])=[CH:4][C:3]=1[C@H:9]1[CH2:13][CH2:12][CH2:11][N:10]1[C:14]1[N:20]=[CH:21][C:22]2[NH:23][N:28]=[C:27]([NH:26][C:29]([N:31]3[CH2:32][CH2:33][C@H:38]([OH:41])[CH2:35]3)=[O:30])[C:16]=2[N:15]=1, predict the reactants needed to synthesize it. (3) Given the product [CH3:1][O:2][C:3]1[C:8]([CH2:9][N:10]([C:11]2[CH:16]=[CH:15][CH:14]=[CH:13][C:12]=2[O:17][C:18]2[CH:23]=[CH:22][CH:21]=[CH:20][CH:19]=2)[C:24](=[O:26])[CH3:25])=[CH:7][CH:6]=[CH:5][N:4]=1, predict the reactants needed to synthesize it. The reactants are: [CH3:1][O:2][C:3]1[C:8]([CH2:9][NH:10][C:11]2[CH:16]=[CH:15][CH:14]=[CH:13][C:12]=2[O:17][C:18]2[CH:23]=[CH:22][CH:21]=[CH:20][CH:19]=2)=[CH:7][CH:6]=[CH:5][N:4]=1.[C:24](Cl)(=[O:26])[CH3:25]. (4) Given the product [NH2:1][C:2]1[C:19]([C:20]#[CH:21])=[CH:18][C:5]([C:6]([N:8]=[S@@:9]([CH3:17])(=[O:16])[C:10]2[CH:15]=[CH:14][CH:13]=[CH:12][CH:11]=2)=[O:7])=[CH:4][N:3]=1, predict the reactants needed to synthesize it. The reactants are: [NH2:1][C:2]1[C:19]([C:20]#[C:21][Si](C)(C)C)=[CH:18][C:5]([C:6]([N:8]=[S@@:9]([CH3:17])(=[O:16])[C:10]2[CH:15]=[CH:14][CH:13]=[CH:12][CH:11]=2)=[O:7])=[CH:4][N:3]=1.C([O-])([O-])=O.[K+].[K+]. (5) Given the product [CH3:1][O:2][C:3]([C:5]1[N:10]=[C:9]([C:34]2[CH:33]=[CH:32][CH:31]=[C:30]([O:29][CH3:28])[CH:35]=2)[C:8]2[N:12]=[C:13]([C:15]3[CH:20]=[CH:19][CH:18]=[CH:17][CH:16]=3)[O:14][C:7]=2[C:6]=1[O:21][C:22](=[O:27])[C:23]([CH3:26])([CH3:25])[CH3:24])=[O:4].[CH3:1][O:2][C:3]([C:5]1[N:10]=[C:9]([C:34]2[CH:33]=[CH:32][CH:31]=[C:30]([O:29][CH3:28])[CH:35]=2)[C:8]2[N:12]=[C:13]([C:15]3[CH:20]=[CH:19][CH:18]=[CH:17][CH:16]=3)[O:14][C:7]=2[C:6]=1[OH:21])=[O:4], predict the reactants needed to synthesize it. The reactants are: [CH3:1][O:2][C:3]([C:5]1[N:10]=[C:9](Br)[C:8]2[N:12]=[C:13]([C:15]3[CH:20]=[CH:19][CH:18]=[CH:17][CH:16]=3)[O:14][C:7]=2[C:6]=1[O:21][C:22](=[O:27])[C:23]([CH3:26])([CH3:25])[CH3:24])=[O:4].[CH3:28][O:29][C:30]1[CH:31]=[C:32](B(O)O)[CH:33]=[CH:34][CH:35]=1.C(=O)([O-])[O-].[K+].[K+]. (6) Given the product [Br:25][C:20]1[CH:19]=[C:18]([CH:13]([CH2:14][CH:15]([CH3:16])[CH3:17])[C:12]([O:11][CH2:9][CH3:10])=[O:26])[CH:23]=[CH:22][C:21]=1[O:24][CH2:1][C:2]1[CH:7]=[CH:6][CH:5]=[CH:4][CH:3]=1, predict the reactants needed to synthesize it. The reactants are: [CH2:1](Cl)[C:2]1[CH:7]=[CH:6][CH:5]=[CH:4][CH:3]=1.[CH2:9]([O:11][C:12](=[O:26])[CH:13]([C:18]1[CH:23]=[CH:22][C:21]([OH:24])=[C:20]([Br:25])[CH:19]=1)[CH2:14][CH:15]([CH3:17])[CH3:16])[CH3:10].C([O-])([O-])=O.[K+].[K+].O.